From a dataset of Full USPTO retrosynthesis dataset with 1.9M reactions from patents (1976-2016). Predict the reactants needed to synthesize the given product. Given the product [OH:1][CH:2]1[CH2:7][CH2:6][CH2:5][CH2:4][O:3]1.[NH2:8][C:9]([NH2:11])=[O:10].[NH3:12], predict the reactants needed to synthesize it. The reactants are: [OH:1][CH:2]1[CH2:7][CH2:6][CH2:5][CH2:4][O:3]1.[NH2:8][C:9]([NH2:11])=[O:10].[NH3:12].